This data is from NCI-60 drug combinations with 297,098 pairs across 59 cell lines. The task is: Regression. Given two drug SMILES strings and cell line genomic features, predict the synergy score measuring deviation from expected non-interaction effect. (1) Drug 1: CC1=C2C(C(=O)C3(C(CC4C(C3C(C(C2(C)C)(CC1OC(=O)C(C(C5=CC=CC=C5)NC(=O)C6=CC=CC=C6)O)O)OC(=O)C7=CC=CC=C7)(CO4)OC(=O)C)O)C)OC(=O)C. Drug 2: CC1CCC2CC(C(=CC=CC=CC(CC(C(=O)C(C(C(=CC(C(=O)CC(OC(=O)C3CCCCN3C(=O)C(=O)C1(O2)O)C(C)CC4CCC(C(C4)OC)OCCO)C)C)O)OC)C)C)C)OC. Cell line: SF-295. Synergy scores: CSS=12.9, Synergy_ZIP=-2.77, Synergy_Bliss=0.925, Synergy_Loewe=-0.906, Synergy_HSA=1.03. (2) Drug 1: C1CC(=O)NC(=O)C1N2CC3=C(C2=O)C=CC=C3N. Drug 2: C1=NNC2=C1C(=O)NC=N2. Cell line: OVCAR-4. Synergy scores: CSS=11.2, Synergy_ZIP=-2.46, Synergy_Bliss=1.32, Synergy_Loewe=0.226, Synergy_HSA=1.40.